Predict which catalyst facilitates the given reaction. From a dataset of Catalyst prediction with 721,799 reactions and 888 catalyst types from USPTO. (1) Reactant: O.N1(O)C2C=CC=CC=2N=N1.Cl.[CH3:13][NH:14][CH2:15][CH2:16][NH:17][C:18](=[O:45])[C:19]1[CH:24]=[CH:23][C:22](/[CH:25]=[CH:26]/[CH:27]([C:32]2[CH:37]=[C:36]([Cl:38])[C:35]([Cl:39])=[C:34]([Cl:40])[CH:33]=2)[C:28]([F:31])([F:30])[F:29])=[CH:21][C:20]=1[C:41]([F:44])([F:43])[F:42].[F:46][C:47]([F:53])([F:52])[CH2:48][C:49](O)=[O:50].C(N(C(C)C)C(C)C)C. Product: [F:31][C:28]([F:29])([F:30])[CH:27]([C:32]1[CH:33]=[C:34]([Cl:40])[C:35]([Cl:39])=[C:36]([Cl:38])[CH:37]=1)/[CH:26]=[CH:25]/[C:22]1[CH:23]=[CH:24][C:19]([C:18]([NH:17][CH2:16][CH2:15][N:14]([CH3:13])[C:49](=[O:50])[CH2:48][C:47]([F:53])([F:52])[F:46])=[O:45])=[C:20]([C:41]([F:44])([F:43])[F:42])[CH:21]=1. The catalyst class is: 10. (2) Reactant: [Cl:1][CH:2]([C:14]1[CH:19]=[CH:18][CH:17]=[CH:16][CH:15]=1)[C:3]([C:5]1[C:13]2[C:8](=[CH:9][CH:10]=[CH:11][CH:12]=2)[NH:7][CH:6]=1)=[O:4].Br[CH2:21][CH2:22][OH:23].[C:24](=[O:27])([O-])[O-].[K+].[K+]. Product: [Cl:1][CH:2]([C:14]1[CH:19]=[CH:18][CH:17]=[CH:16][CH:15]=1)[C:3]([C:5]1[C:13]2[C:8](=[CH:9][CH:10]=[CH:11][CH:12]=2)[N:7]([CH2:21][CH2:22][OH:23])[CH:6]=1)=[O:4].[OH:23][CH2:22][CH2:21][N:7]1[C:8]2[C:13](=[CH:12][CH:11]=[CH:10][CH:9]=2)[C:5]([C:3](=[O:4])[CH:2]([NH:7][C:8]2[CH:13]=[CH:12][CH:11]=[C:10]([O:27][CH3:24])[CH:9]=2)[C:14]2[CH:19]=[CH:18][CH:17]=[CH:16][CH:15]=2)=[CH:6]1. The catalyst class is: 3. (3) Reactant: CCN(C(C)C)C(C)C.[F:10][CH:11]([F:41])[C:12]1[N:16]([C:17]2[N:22]=[C:21]([N:23]3[CH2:28][CH2:27][O:26][CH2:25][CH2:24]3)[N:20]=[C:19]([N:29]3[CH2:34][CH2:33][NH:32][CH2:31][CH2:30]3)[N:18]=2)[C:15]2[CH:35]=[CH:36][CH:37]=[C:38]([O:39][CH3:40])[C:14]=2[N:13]=1.[N:42]1[CH:47]=[CH:46][CH:45]=[C:44]([S:48](Cl)(=[O:50])=[O:49])[CH:43]=1. Product: [F:41][CH:11]([F:10])[C:12]1[N:16]([C:17]2[N:22]=[C:21]([N:23]3[CH2:24][CH2:25][O:26][CH2:27][CH2:28]3)[N:20]=[C:19]([N:29]3[CH2:34][CH2:33][N:32]([S:48]([C:44]4[CH:43]=[N:42][CH:47]=[CH:46][CH:45]=4)(=[O:50])=[O:49])[CH2:31][CH2:30]3)[N:18]=2)[C:15]2[CH:35]=[CH:36][CH:37]=[C:38]([O:39][CH3:40])[C:14]=2[N:13]=1. The catalyst class is: 6. (4) Reactant: [C:1]([O:5][C:6](=[O:14])[NH:7][CH2:8]/[CH:9]=[C:10](/[F:13])\[CH2:11]Br)([CH3:4])([CH3:3])[CH3:2].[CH:15]1([NH:21][C:22](=[O:30])[C:23]2[CH:28]=[CH:27][C:26]([OH:29])=[CH:25][CH:24]=2)[CH2:20][CH2:19][CH2:18][CH2:17][CH2:16]1.C(=O)([O-])[O-].[K+].[K+].C(Br)C=C. Product: [CH:15]1([NH:21][C:22]([C:23]2[CH:28]=[CH:27][C:26]([O:29][CH2:11]/[C:10](/[F:13])=[CH:9]\[CH2:8][NH:7][C:6](=[O:14])[O:5][C:1]([CH3:4])([CH3:3])[CH3:2])=[CH:25][CH:24]=2)=[O:30])[CH2:20][CH2:19][CH2:18][CH2:17][CH2:16]1. The catalyst class is: 18. (5) Reactant: [O:1]1[C:6]2[CH:7]=[CH:8][C:9]([CH:11]([C:13]3[CH:18]=[CH:17][CH:16]=[C:15]([O:19][CH3:20])[CH:14]=3)[OH:12])=[CH:10][C:5]=2[O:4][CH2:3][CH2:2]1. Product: [O:1]1[C:6]2[CH:7]=[CH:8][C:9]([C:11]([C:13]3[CH:18]=[CH:17][CH:16]=[C:15]([O:19][CH3:20])[CH:14]=3)=[O:12])=[CH:10][C:5]=2[O:4][CH2:3][CH2:2]1. The catalyst class is: 177.